This data is from Reaction yield outcomes from USPTO patents with 853,638 reactions. The task is: Predict the reaction yield, written as a fraction of the theoretical maximum amount of product (1.0 means a 100% yield; for example, 0.34 means a 34% yield). (1) The reactants are Cl.[NH2:2][C@@H:3]([CH3:44])[C:4]([NH:6][C@@H:7]([C:40]([CH3:43])([CH3:42])[CH3:41])[C:8]([N:10]1[CH2:14][CH2:13][CH2:12][C@H:11]1[C:15]([NH:17][C:18]1[CH:19]=[C:20]2[C:25](=[CH:26][C:27]=1[O:28][CH3:29])[N:24]=[CH:23][N:22]=[C:21]2[NH:30][C:31]1[CH:36]=[CH:35][C:34]([F:37])=[C:33]([Cl:38])[C:32]=1[F:39])=[O:16])=[O:9])=[O:5].C([O-])(O)=O.[Na+].O.[C:51](Cl)(=[O:54])[CH:52]=[CH2:53]. The catalyst is C1COCC1. The product is [ClH:38].[C:51]([NH:2][C@@H:3]([CH3:44])[C:4]([NH:6][C@@H:7]([C:40]([CH3:43])([CH3:42])[CH3:41])[C:8]([N:10]1[CH2:14][CH2:13][CH2:12][C@H:11]1[C:15]([NH:17][C:18]1[CH:19]=[C:20]2[C:25](=[CH:26][C:27]=1[O:28][CH3:29])[N:24]=[CH:23][N:22]=[C:21]2[NH:30][C:31]1[CH:36]=[CH:35][C:34]([F:37])=[C:33]([Cl:38])[C:32]=1[F:39])=[O:16])=[O:9])=[O:5])(=[O:54])[CH:52]=[CH2:53]. The yield is 0.0800. (2) The reactants are [CH3:1][C:2]1[CH:3]=[C:4]([OH:15])[C:5]([C:9]2[CH:14]=[CH:13][CH:12]=[CH:11][N:10]=2)=[N:6][C:7]=1[CH3:8].[CH2:16]([O:23][C:24]1[CH:33]=[C:32]2[C:27]([C:28](Cl)=[CH:29][CH:30]=[N:31]2)=[CH:26][C:25]=1[O:35][CH3:36])[C:17]1[CH:22]=[CH:21][CH:20]=[CH:19][CH:18]=1.C(=O)([O-])[O-].[Cs+].[Cs+].O. The catalyst is CN(C)C1C=CN=CC=1.CS(C)=O. The product is [CH2:16]([O:23][C:24]1[CH:33]=[C:32]2[C:27]([C:28]([O:15][C:4]3[C:5]([C:9]4[CH:14]=[CH:13][CH:12]=[CH:11][N:10]=4)=[N:6][C:7]([CH3:8])=[C:2]([CH3:1])[CH:3]=3)=[CH:29][CH:30]=[N:31]2)=[CH:26][C:25]=1[O:35][CH3:36])[C:17]1[CH:18]=[CH:19][CH:20]=[CH:21][CH:22]=1. The yield is 0.730. (3) The reactants are Cl[C:2]1[CH:3]=[C:4]([CH:8]=[C:9]([O:11][CH:12]([CH3:14])[CH3:13])[N:10]=1)[C:5]([OH:7])=[O:6].[CH3:15][CH:16]([CH2:18][O-:19])[CH3:17].[Na+]. No catalyst specified. The product is [CH2:18]([O:19][C:2]1[CH:3]=[C:4]([CH:8]=[C:9]([O:11][CH:12]([CH3:14])[CH3:13])[N:10]=1)[C:5]([OH:7])=[O:6])[CH:16]([CH3:17])[CH3:15]. The yield is 0.250. (4) The reactants are [CH3:1][N:2]([CH3:12])[C:3]1[CH:8]=[CH:7][C:6]([N+:9]([O-])=O)=[CH:5][N:4]=1.[H][H]. The catalyst is [Ni].O1CCCC1. The product is [CH3:1][N:2]([CH3:12])[C:3]1[CH:8]=[CH:7][C:6]([NH2:9])=[CH:5][N:4]=1. The yield is 1.00.